Dataset: Full USPTO retrosynthesis dataset with 1.9M reactions from patents (1976-2016). Task: Predict the reactants needed to synthesize the given product. (1) Given the product [Cl-:1].[N:5]1[C:6]2[C:7](=[N:8][CH:9]=[CH:10][CH:11]=2)[NH:12][C:4]=1[CH:2]([P+:19]([C:20]1[CH:21]=[CH:22][CH:23]=[CH:24][CH:25]=1)([C:26]1[CH:31]=[CH:30][CH:29]=[CH:28][CH:27]=1)[C:13]1[CH:14]=[CH:15][CH:16]=[CH:17][CH:18]=1)[CH3:3], predict the reactants needed to synthesize it. The reactants are: [Cl:1][CH:2]([C:4]1[NH:12][C:7]2=[N:8][CH:9]=[CH:10][CH:11]=[C:6]2[N:5]=1)[CH3:3].[C:13]1([P:19]([C:26]2[CH:31]=[CH:30][CH:29]=[CH:28][CH:27]=2)[C:20]2[CH:25]=[CH:24][CH:23]=[CH:22][CH:21]=2)[CH:18]=[CH:17][CH:16]=[CH:15][CH:14]=1. (2) Given the product [CH3:1][O:2][C:3]1[CH:22]=[C:21]([O:23][CH3:24])[CH:20]=[CH:19][C:4]=1[CH2:5][NH:6][S:7]([CH2:10][C:11]1[CH:16]=[CH:15][C:14]([CH2:17][O:18][S:33]([CH3:32])(=[O:35])=[O:34])=[CH:13][CH:12]=1)(=[O:9])=[O:8], predict the reactants needed to synthesize it. The reactants are: [CH3:1][O:2][C:3]1[CH:22]=[C:21]([O:23][CH3:24])[CH:20]=[CH:19][C:4]=1[CH2:5][NH:6][S:7]([CH2:10][C:11]1[CH:16]=[CH:15][C:14]([CH2:17][OH:18])=[CH:13][CH:12]=1)(=[O:9])=[O:8].C(N(CC)CC)C.[CH3:32][S:33](Cl)(=[O:35])=[O:34]. (3) Given the product [OH:1][C:2]1[C:7]2[C@@:8]3([OH:45])[C@@:21]([O:25][CH3:26])([C@H:22]([OH:24])[CH2:23][C:6]=2[CH:5]=[C:4]([CH3:46])[C:3]=1[C:47]([O:49][CH2:61][C:62]1[CH:67]=[CH:66][CH:65]=[CH:64][CH:63]=1)=[O:48])[C:20](=[O:27])[C:19]1[C:10](=[CH:11][C:12]2[C:13](=[O:43])[C:14]([NH:30][CH:31]4[C@H:36]([O:37][CH3:38])[C@H:35]([OH:39])[C@@H:34]([O:40][CH3:41])[C@H:33]([CH3:42])[O:32]4)=[CH:15][C:16](=[O:29])[C:17]=2[C:18]=1[OH:28])[C:9]3=[O:44], predict the reactants needed to synthesize it. The reactants are: [OH:1][C:2]1[C:7]2[C@@:8]3([OH:45])[C@@:21]([O:25][CH3:26])([C@H:22]([OH:24])[CH2:23][C:6]=2[CH:5]=[C:4]([CH3:46])[C:3]=1[C:47]([OH:49])=[O:48])[C:20](=[O:27])[C:19]1[C:10](=[CH:11][C:12]2[C:13](=[O:43])[C:14]([NH:30][CH:31]4[C@H:36]([O:37][CH3:38])[C@H:35]([OH:39])[C@@H:34]([O:40][CH3:41])[C@H:33]([CH3:42])[O:32]4)=[CH:15][C:16](=[O:29])[C:17]=2[C:18]=1[OH:28])[C:9]3=[O:44].O.ON1C2C=CC=CC=2N=N1.[CH2:61](O)[C:62]1[CH:67]=[CH:66][CH:65]=[CH:64][CH:63]=1. (4) Given the product [CH2:8]([O:10][C:11](=[O:23])[C@@H:12]([OH:22])[C@@H:13]([NH:21][C:26](=[O:27])[C:28]1[CH:33]=[CH:32][CH:31]=[C:30]([O:34][C:35](=[O:37])[CH3:36])[C:29]=1[CH3:38])[CH2:14][C:15]1[CH:20]=[CH:19][CH:18]=[CH:17][CH:16]=1)[CH3:9], predict the reactants needed to synthesize it. The reactants are: CCN(CC)CC.[CH2:8]([O:10][C:11](=[O:23])[C@@H:12]([OH:22])[C@@H:13]([NH2:21])[CH2:14][C:15]1[CH:20]=[CH:19][CH:18]=[CH:17][CH:16]=1)[CH3:9].Cl.Cl[C:26]([C:28]1[C:29]([CH3:38])=[C:30]([O:34][C:35](=[O:37])[CH3:36])[CH:31]=[CH:32][CH:33]=1)=[O:27]. (5) Given the product [N+:12]([C:11]1[CH:10]=[C:9]2[C:4]([C:5](=[O:21])[N:6]([NH:16][S:17]([CH3:20])(=[O:19])=[O:18])[C:7](=[O:15])[NH:8]2)=[CH:3][C:2]=1[N:31]1[CH:32]=[C:28]([C:22]2[CH:27]=[CH:26][CH:25]=[CH:24][CH:23]=2)[N:29]=[CH:30]1)([O-:14])=[O:13], predict the reactants needed to synthesize it. The reactants are: F[C:2]1[CH:3]=[C:4]2[C:9](=[CH:10][C:11]=1[N+:12]([O-:14])=[O:13])[NH:8][C:7](=[O:15])[N:6]([NH:16][S:17]([CH3:20])(=[O:19])=[O:18])[C:5]2=[O:21].[C:22]1([C:28]2[N:29]=[CH:30][NH:31][CH:32]=2)[CH:27]=[CH:26][CH:25]=[CH:24][CH:23]=1.CS(C)=O.C(OCC)(=O)C.